From a dataset of Reaction yield outcomes from USPTO patents with 853,638 reactions. Predict the reaction yield, written as a fraction of the theoretical maximum amount of product (1.0 means a 100% yield; for example, 0.34 means a 34% yield). The reactants are C([O-])([O-])=O.[K+].[K+].[Br:7][C:8]1[CH:13]=[CH:12][C:11](I)=[C:10]([F:15])[CH:9]=1.[F:16][C:17]1[C:22]([F:23])=[C:21]([Si:24]([CH3:27])([CH3:26])[CH3:25])[CH:20]=[CH:19][C:18]=1B1OCC(C)(C)CO1. The catalyst is O.O1CCOCC1.C1C=CC([P]([Pd]([P](C2C=CC=CC=2)(C2C=CC=CC=2)C2C=CC=CC=2)([P](C2C=CC=CC=2)(C2C=CC=CC=2)C2C=CC=CC=2)[P](C2C=CC=CC=2)(C2C=CC=CC=2)C2C=CC=CC=2)(C2C=CC=CC=2)C2C=CC=CC=2)=CC=1. The product is [Br:7][C:8]1[CH:13]=[CH:12][C:11]([C:18]2[CH:19]=[CH:20][C:21]([Si:24]([CH3:25])([CH3:27])[CH3:26])=[C:22]([F:23])[C:17]=2[F:16])=[C:10]([F:15])[CH:9]=1. The yield is 0.880.